The task is: Predict the reactants needed to synthesize the given product.. This data is from Full USPTO retrosynthesis dataset with 1.9M reactions from patents (1976-2016). Given the product [C:16]([O:20][C:21]([N:23]1[C:32]2[C:27](=[CH:28][CH:29]=[C:30]([CH2:33][CH2:34][O:35][C:36]3[CH:37]=[C:38]4[C:42](=[CH:43][CH:44]=3)[N:41]([C:6]([C:7]3[CH:12]=[CH:11][CH:10]=[CH:9][C:8]=3[O:13][CH3:14])=[CH:5][C:4]([O:3][CH2:1][CH3:2])=[O:15])[CH:40]=[CH:39]4)[N:31]=2)[CH2:26][CH2:25][CH2:24]1)=[O:22])([CH3:19])([CH3:17])[CH3:18], predict the reactants needed to synthesize it. The reactants are: [CH2:1]([O:3][C:4](=[O:15])[C:5]#[C:6][C:7]1[CH:12]=[CH:11][CH:10]=[CH:9][C:8]=1[O:13][CH3:14])[CH3:2].[C:16]([O:20][C:21]([N:23]1[C:32]2[C:27](=[CH:28][CH:29]=[C:30]([CH2:33][CH2:34][O:35][C:36]3[CH:37]=[C:38]4[C:42](=[CH:43][CH:44]=3)[NH:41][CH:40]=[CH:39]4)[N:31]=2)[CH2:26][CH2:25][CH2:24]1)=[O:22])([CH3:19])([CH3:18])[CH3:17].